Dataset: Forward reaction prediction with 1.9M reactions from USPTO patents (1976-2016). Task: Predict the product of the given reaction. Given the reactants [NH2:1][C:2]1[CH:3]=[C:4]([CH:16]=[CH:17][CH:18]=1)[O:5][C:6]1[CH:7]=[CH:8][C:9]2[N:10]([CH:12]=[C:13]([NH2:15])[N:14]=2)[N:11]=1.[CH3:19][N:20]1[C:24]([C:25](Cl)=[O:26])=[CH:23][C:22]([CH3:28])=[N:21]1.C([O:32][CH2:33][CH3:34])(=O)C, predict the reaction product. The product is: [CH3:19][N:20]1[C:24]([C:25]([NH:15][C:13]2[N:14]=[C:9]3[CH:8]=[CH:7][C:6]([O:5][C:4]4[CH:3]=[C:2]([NH:1][C:33]([C:34]5[N:21]([CH3:22])[N:20]=[C:24]([CH3:25])[CH:23]=5)=[O:32])[CH:18]=[CH:17][CH:16]=4)=[N:11][N:10]3[CH:12]=2)=[O:26])=[CH:23][C:22]([CH3:28])=[N:21]1.